This data is from Full USPTO retrosynthesis dataset with 1.9M reactions from patents (1976-2016). The task is: Predict the reactants needed to synthesize the given product. The reactants are: [CH:1]1[CH:9]=[C:8](Cl)[C:7]2[C:3](=[N:4][O:5][N:6]=2)[C:2]=1[N+:11]([O-:13])=[O:12].C([O-])(O)=O.[Na+].[NH2:19][CH2:20][C:21]([OH:23])=[O:22]. Given the product [N+:11]([C:2]1[C:3]2[C:7](=[N:6][O:5][N:4]=2)[C:8]([NH:19][CH2:20][C:21]([OH:23])=[O:22])=[CH:9][CH:1]=1)([O-:13])=[O:12], predict the reactants needed to synthesize it.